This data is from Reaction yield outcomes from USPTO patents with 853,638 reactions. The task is: Predict the reaction yield, written as a fraction of the theoretical maximum amount of product (1.0 means a 100% yield; for example, 0.34 means a 34% yield). (1) The reactants are [Cl:1][C:2]1[S:6][C:5]([C:7]([OH:9])=O)=[CH:4][C:3]=1[C:10]1[N:14]([CH3:15])[N:13]=[CH:12][CH:11]=1.C(N(CC)C(C)C)(C)C.[NH2:25][C@@H:26]([CH2:39][CH:40]1[CH2:45][CH2:44][CH2:43][CH2:42][CH2:41]1)[CH2:27][N:28]1[C:36](=[O:37])[C:35]2[C:30](=[CH:31][CH:32]=[CH:33][CH:34]=2)[C:29]1=[O:38].CC(OC(N[C@H](C(O)=O)CC1C=CC=CC=1C(F)(F)F)=O)(C)C.F[P-](F)(F)(F)(F)F.Br[P+](N1CCCC1)(N1CCCC1)N1CCCC1. The catalyst is C(Cl)Cl. The product is [Cl:1][C:2]1[S:6][C:5]([C:7]([NH:25][C@H:26]([CH2:27][N:28]2[C:36](=[O:37])[C:35]3[C:30](=[CH:31][CH:32]=[CH:33][CH:34]=3)[C:29]2=[O:38])[CH2:39][CH:40]2[CH2:45][CH2:44][CH2:43][CH2:42][CH2:41]2)=[O:9])=[CH:4][C:3]=1[C:10]1[N:14]([CH3:15])[N:13]=[CH:12][CH:11]=1. The yield is 0.530. (2) The reactants are N1[CH:6]=[CH:5][CH:4]=[C:3]([NH:7][C:8](=[S:30])[O:9][CH2:10]/[CH:11]=[C:12](\[CH3:29])/[CH2:13][CH2:14]/[CH:15]=[C:16](\[CH3:28])/[CH2:17][CH2:18]/[CH:19]=[C:20](\[CH3:27])/[CH2:21][CH2:22][CH:23]=[C:24]([CH3:26])[CH3:25])C=1.C(C/C(/C)=C/CC/C(/C)=C/CO)/C=C(/CCC=C(C)C)\C.C(N=C=S)CCCC. No catalyst specified. The product is [CH2:3]([NH:7][C:8](=[S:30])[O:9][CH2:10]/[CH:11]=[C:12](\[CH3:29])/[CH2:13][CH2:14]/[CH:15]=[C:16](\[CH3:28])/[CH2:17][CH2:18]/[CH:19]=[C:20](\[CH3:27])/[CH2:21][CH2:22][CH:23]=[C:24]([CH3:26])[CH3:25])[CH2:4][CH2:5][CH3:6]. The yield is 0.600. (3) The reactants are [CH2:1]([C:5]1[N:10]2[N:11]=[CH:12][N:13]=[C:9]2[N:8]([CH:14]2[CH2:23][CH2:22][C:17]3(OCC[O:18]3)[CH2:16][CH2:15]2)[C:7](=[O:24])[C:6]=1[CH2:25][C:26]1[CH:31]=[CH:30][C:29]([C:32]2[CH:37]=[CH:36][CH:35]=[CH:34][C:33]=2[C:38]2[NH:42][C:41](=[O:43])[O:40][N:39]=2)=[CH:28][CH:27]=1)[CH2:2][CH2:3][CH3:4].Cl.O1CCCC1. The catalyst is C(OCC)(=O)C. The product is [CH2:1]([C:5]1[N:10]2[N:11]=[CH:12][N:13]=[C:9]2[N:8]([CH:14]2[CH2:23][CH2:22][C:17](=[O:18])[CH2:16][CH2:15]2)[C:7](=[O:24])[C:6]=1[CH2:25][C:26]1[CH:31]=[CH:30][C:29]([C:32]2[CH:37]=[CH:36][CH:35]=[CH:34][C:33]=2[C:38]2[NH:42][C:41](=[O:43])[O:40][N:39]=2)=[CH:28][CH:27]=1)[CH2:2][CH2:3][CH3:4]. The yield is 0.830. (4) The reactants are [F:1][C:2]1[C:7]2[O:8][C:9]3[CH2:14][CH2:13][N:12]([C:15]([O:17][C:18]([CH3:21])([CH3:20])[CH3:19])=[O:16])[CH2:11][C:10]=3[C:6]=2[CH:5]=[C:4](Br)[CH:3]=1.[C:23]1([S:29]([O-:31])=[O:30])[CH:28]=[CH:27][CH:26]=[CH:25][CH:24]=1.[Na+]. No catalyst specified. The product is [F:1][C:2]1[C:7]2[O:8][C:9]3[CH2:14][CH2:13][N:12]([C:15]([O:17][C:18]([CH3:21])([CH3:20])[CH3:19])=[O:16])[CH2:11][C:10]=3[C:6]=2[CH:5]=[C:4]([S:29]([C:23]2[CH:28]=[CH:27][CH:26]=[CH:25][CH:24]=2)(=[O:31])=[O:30])[CH:3]=1. The yield is 0.570. (5) The reactants are [Cl:1][C:2]1[CH:3]=[CH:4][C:5]([N+:10]([O-:12])=[O:11])=[C:6]([NH:8][NH2:9])[CH:7]=1.Cl.[C:14](=[NH:19])(OCC)[CH3:15]. The catalyst is N1C=CC=CC=1. The product is [NH2:19]/[C:14](/[CH3:15])=[N:9]\[NH:8][C:6]1[CH:7]=[C:2]([Cl:1])[CH:3]=[CH:4][C:5]=1[N+:10]([O-:12])=[O:11]. The yield is 0.650. (6) The reactants are Cl.[F:2][C:3]1([F:8])[CH2:7][CH2:6][NH:5][CH2:4]1.[CH:9]1([NH:12][C:13]([NH:15][C:16]2[CH:21]=[CH:20][C:19]([O:22][C:23]3[CH:28]=[CH:27][N:26]=[C:25]4[CH:29]=[C:30]([C:32]5[CH:37]=[CH:36][C:35]([CH:38]=O)=[CH:34][N:33]=5)[S:31][C:24]=34)=[C:18]([F:40])[CH:17]=2)=[O:14])[CH2:11][CH2:10]1.C(O)(=O)C.C(O[BH-](OC(=O)C)OC(=O)C)(=O)C.[Na+]. The catalyst is C(Cl)Cl.ClCCl.CN(C=O)C. The product is [CH:9]1([NH:12][C:13]([NH:15][C:16]2[CH:21]=[CH:20][C:19]([O:22][C:23]3[CH:28]=[CH:27][N:26]=[C:25]4[CH:29]=[C:30]([C:32]5[CH:37]=[CH:36][C:35]([CH2:38][N:5]6[CH2:6][CH2:7][C:3]([F:8])([F:2])[CH2:4]6)=[CH:34][N:33]=5)[S:31][C:24]=34)=[C:18]([F:40])[CH:17]=2)=[O:14])[CH2:11][CH2:10]1. The yield is 0.420.